From a dataset of Forward reaction prediction with 1.9M reactions from USPTO patents (1976-2016). Predict the product of the given reaction. (1) Given the reactants [C:1]1([CH3:28])[CH:6]=[CH:5][C:4]([S:7]([N:10]2[C:14]3=[N:15][CH:16]=[CH:17][CH:18]=[C:13]3[C:12](B3OC(C)(C)C(C)(C)O3)=[CH:11]2)(=[O:9])=[O:8])=[CH:3][CH:2]=1.Cl[C:30]1[N:35]=[C:34]([NH:36][C:37]([CH3:44])([CH2:42][CH3:43])[C:38]([O:40][CH3:41])=[O:39])[CH:33]=[CH:32][N:31]=1.C(=O)([O-])[O-].[Na+].[Na+], predict the reaction product. The product is: [CH3:44][C:37]([NH:36][C:34]1[CH:33]=[CH:32][N:31]=[C:30]([C:12]2[C:13]3[C:14](=[N:15][CH:16]=[CH:17][CH:18]=3)[N:10]([S:7]([C:4]3[CH:5]=[CH:6][C:1]([CH3:28])=[CH:2][CH:3]=3)(=[O:9])=[O:8])[CH:11]=2)[N:35]=1)([CH2:42][CH3:43])[C:38]([O:40][CH3:41])=[O:39]. (2) Given the reactants [CH3:1][N:2]1[CH2:7][CH2:6][NH:5][CH2:4][CH2:3]1.CCN(C(C)C)C(C)C.[C:17]([C:19]1([NH:22][C:23]([C@@H:25]2[CH2:29][C@@H:28]([S:30]([C:33]3[CH:38]=[CH:37][C:36](F)=[CH:35][C:34]=3[C:40]([F:43])([F:42])[F:41])(=[O:32])=[O:31])[CH2:27][N:26]2[C:44]2[N:45]([CH:50]3[CH2:53][CH2:52][CH2:51]3)[N:46]=[C:47]([CH3:49])[CH:48]=2)=[O:24])[CH2:21][CH2:20]1)#[N:18], predict the reaction product. The product is: [C:17]([C:19]1([NH:22][C:23]([C@@H:25]2[CH2:29][C@@H:28]([S:30]([C:33]3[CH:38]=[CH:37][C:36]([N:5]4[CH2:6][CH2:7][N:2]([CH3:1])[CH2:3][CH2:4]4)=[CH:35][C:34]=3[C:40]([F:43])([F:42])[F:41])(=[O:32])=[O:31])[CH2:27][N:26]2[C:44]2[N:45]([CH:50]3[CH2:53][CH2:52][CH2:51]3)[N:46]=[C:47]([CH3:49])[CH:48]=2)=[O:24])[CH2:21][CH2:20]1)#[N:18]. (3) Given the reactants Cl[C:2]1[CH:7]=[CH:6][C:5]([N:8]2[CH:12]=[C:11]([C:13]#[C:14][Si:15]([CH3:18])([CH3:17])[CH3:16])[N:10]=[C:9]2[CH3:19])=[CH:4][N:3]=1.C(=O)(O)[O-].[Na+].[Cl-].[CH:26]1([Zn+])[CH2:28][CH2:27]1, predict the reaction product. The product is: [CH:26]1([C:2]2[CH:7]=[CH:6][C:5]([N:8]3[CH:12]=[C:11]([C:13]#[C:14][Si:15]([CH3:18])([CH3:17])[CH3:16])[N:10]=[C:9]3[CH3:19])=[CH:4][N:3]=2)[CH2:28][CH2:27]1.